This data is from Forward reaction prediction with 1.9M reactions from USPTO patents (1976-2016). The task is: Predict the product of the given reaction. (1) The product is: [Cl:13][C:14]1[C:24]2[N:23]([CH2:9][C:8]([F:12])([F:11])[F:7])[C:22](=[O:25])[CH2:21][N:20]=[C:19]([C:26]3[CH:27]=[CH:28][CH:29]=[CH:30][CH:31]=3)[C:18]=2[CH:17]=[CH:16][CH:15]=1. Given the reactants C(=O)([O-])[O-].[Cs+].[Cs+].[F:7][C:8]([F:12])([F:11])[CH2:9]I.[Cl:13][C:14]1[C:24]2[NH:23][C:22](=[O:25])[CH2:21][N:20]=[C:19]([C:26]3[CH:31]=[CH:30][CH:29]=[CH:28][CH:27]=3)[C:18]=2[CH:17]=[CH:16][CH:15]=1.C(Cl)Cl, predict the reaction product. (2) Given the reactants N[CH:2]1[CH2:7][CH2:6][CH2:5][N:4]([CH2:8]/[CH:9]=[CH:10]/[C:11]2[C:12]3[C:13]4[CH:25]=[CH:24][S:23][C:14]=4[C:15](=[O:22])[NH:16][C:17]=3[CH:18]=[CH:19][C:20]=2[OH:21])[CH2:3]1.[CH2:26]=O.[C:28]([BH3-])#[N:29].[Na+], predict the reaction product. The product is: [CH3:26][N:29]([CH3:28])[CH:2]1[CH2:7][CH2:6][CH2:5][N:4]([CH2:8]/[CH:9]=[CH:10]/[C:11]2[C:12]3[C:13]4[CH:25]=[CH:24][S:23][C:14]=4[C:15](=[O:22])[NH:16][C:17]=3[CH:18]=[CH:19][C:20]=2[OH:21])[CH2:3]1. (3) The product is: [Br:13][C:14]1[CH:21]=[CH:20][C:2]([CH2:1][N:3]2[CH2:6][CH:7]=[CH:5][CH2:4]2)=[CH:16][CH:15]=1. Given the reactants [CH2:1]([N:3]([CH2:6][CH3:7])[CH2:4][CH3:5])[CH3:2].CS(Cl)(=O)=O.[Br:13][C:14]1[CH:21]=[CH:20]C(CO)=[CH:16][CH:15]=1.N1CC=CC1, predict the reaction product. (4) Given the reactants [Li]CCCC.[CH:6]#[C:7][CH2:8][CH2:9][CH2:10][CH2:11][CH2:12][CH2:13][CH2:14][C:15]#[CH:16].Br[CH2:18][CH2:19][CH2:20][CH2:21][O:22][CH:23]1[CH2:28][CH2:27][CH2:26][CH2:25][O:24]1, predict the reaction product. The product is: [CH2:21]([O:22][CH:23]1[CH2:28][CH2:27][CH2:26][CH2:25][O:24]1)[CH2:20][CH2:19][CH2:18][C:16]#[C:15][CH2:14][CH2:13][CH2:12][CH2:11][CH2:10][CH2:9][CH2:8][C:7]#[CH:6]. (5) Given the reactants C([O:8][C:9]1[CH:14]=[C:13]([CH2:15][C:16]2[S:17][CH:18]=[CH:19][N:20]=2)[CH:12]=[CH:11][C:10]=1[N:21]1[S:25](=[O:27])(=[O:26])[NH:24][C:23](=[O:28])[CH2:22]1)C1C=CC=CC=1.B(Br)(Br)Br, predict the reaction product. The product is: [OH:8][C:9]1[CH:14]=[C:13]([CH2:15][C:16]2[S:17][CH:18]=[CH:19][N:20]=2)[CH:12]=[CH:11][C:10]=1[N:21]1[S:25](=[O:27])(=[O:26])[NH:24][C:23](=[O:28])[CH2:22]1. (6) The product is: [CH2:1]([O:3][C:4]([C:6]1([C:33]([OH:35])=[O:34])[CH2:11][CH2:10][CH:9]([N:12]([CH2:14][C:15]2[CH:20]=[CH:19][C:18]([CH2:21][CH2:22][CH2:23][CH2:24][CH2:25][CH2:26][CH2:27][CH2:28][CH2:29][CH3:30])=[C:17]([F:31])[C:16]=2[F:32])[CH3:13])[CH2:8][CH2:7]1)=[O:5])[CH3:2]. Given the reactants [CH2:1]([O:3][C:4]([C:6]1([C:33]([O:35]CC)=[O:34])[CH2:11][CH2:10][CH:9]([N:12]([CH2:14][C:15]2[CH:20]=[CH:19][C:18]([CH2:21][CH2:22][CH2:23][CH2:24][CH2:25][CH2:26][CH2:27][CH2:28][CH2:29][CH3:30])=[C:17]([F:31])[C:16]=2[F:32])[CH3:13])[CH2:8][CH2:7]1)=[O:5])[CH3:2].[OH-].[Na+], predict the reaction product.